From a dataset of Peptide-MHC class I binding affinity with 185,985 pairs from IEDB/IMGT. Regression. Given a peptide amino acid sequence and an MHC pseudo amino acid sequence, predict their binding affinity value. This is MHC class I binding data. (1) The peptide sequence is TLLGCWSFV. The MHC is HLA-A02:02 with pseudo-sequence HLA-A02:02. The binding affinity (normalized) is 0.588. (2) The peptide sequence is LLSAWILTA. The MHC is HLA-B40:01 with pseudo-sequence HLA-B40:01. The binding affinity (normalized) is 0.